This data is from Catalyst prediction with 721,799 reactions and 888 catalyst types from USPTO. The task is: Predict which catalyst facilitates the given reaction. (1) Reactant: [CH3:1][C:2]1[N:7]([CH2:8][C:9]2[S:10][C:11]([C:14]([F:17])([F:16])[F:15])=[CH:12][CH:13]=2)[C:6](=[O:18])[N:5]=[C:4]([N:19]2[CH2:24][CH2:23][NH:22][CH2:21][CH2:20]2)[N:3]=1.[C:25]12([C:35](=[O:38])[CH2:36]Br)[CH2:34][CH:29]3[CH2:30][CH:31]([CH2:33][CH:27]([CH2:28]3)[CH2:26]1)[CH2:32]2.C(=O)([O-])[O-].[K+].[K+].[I-].[Na+].C(=O)(O)[O-].[Na+]. Product: [C:25]12([C:35](=[O:38])[CH2:36][N:22]3[CH2:23][CH2:24][N:19]([C:4]4[N:3]=[C:2]([CH3:1])[N:7]([CH2:8][C:9]5[S:10][C:11]([C:14]([F:17])([F:16])[F:15])=[CH:12][CH:13]=5)[C:6](=[O:18])[N:5]=4)[CH2:20][CH2:21]3)[CH2:32][CH:31]3[CH2:30][CH:29]([CH2:28][CH:27]([CH2:33]3)[CH2:26]1)[CH2:34]2. The catalyst class is: 10. (2) Reactant: Cl[C:2]1[N:7]=[CH:6][C:5]([CH:8]=[O:9])=[CH:4][CH:3]=1.[Br:10][C:11]1[CH:12]=[C:13]([CH:16]=[CH:17][C:18]=1[OH:19])[C:14]#[N:15].C(=O)([O-])[O-].[K+].[K+].O. Product: [Br:10][C:11]1[CH:12]=[C:13]([CH:16]=[CH:17][C:18]=1[O:19][C:2]1[CH:3]=[CH:4][C:5]([CH:8]=[O:9])=[CH:6][N:7]=1)[C:14]#[N:15]. The catalyst class is: 44. (3) Reactant: [CH3:1][P:2](=[O:7])([CH:5]=[CH2:6])[CH:3]=[CH2:4].[CH2:8]([NH2:15])[C:9]1[CH:14]=[CH:13][CH:12]=[CH:11][CH:10]=1. Product: [CH2:8]([N:15]1[CH2:6][CH2:5][P:2](=[O:7])([CH3:1])[CH2:3][CH2:4]1)[C:9]1[CH:14]=[CH:13][CH:12]=[CH:11][CH:10]=1. The catalyst class is: 20. (4) Reactant: Cl[C:2]1[CH:7]=[C:6]([C:8]2[C:9]([C:14]3[CH:31]=[CH:30][C:17]([O:18][CH2:19][C:20]4[CH:29]=[CH:28][C:27]5[C:22](=[CH:23][CH:24]=[CH:25][CH:26]=5)[N:21]=4)=[CH:16][CH:15]=3)=[N:10][N:11]([CH3:13])[CH:12]=2)[CH:5]=[CH:4][N:3]=1.[CH3:32]B1OBOBO1.C(=O)([O-])[O-].[Na+].[Na+].[OH-].[Na+].C(O)(=O)CCC(O)=O. Product: [CH3:13][N:11]1[CH:12]=[C:8]([C:6]2[CH:5]=[CH:4][N:3]=[C:2]([CH3:32])[CH:7]=2)[C:9]([C:14]2[CH:31]=[CH:30][C:17]([O:18][CH2:19][C:20]3[CH:29]=[CH:28][C:27]4[C:22](=[CH:23][CH:24]=[CH:25][CH:26]=4)[N:21]=3)=[CH:16][CH:15]=2)=[N:10]1. The catalyst class is: 660.